This data is from Forward reaction prediction with 1.9M reactions from USPTO patents (1976-2016). The task is: Predict the product of the given reaction. Given the reactants [F:1][C:2]1[CH:7]=[C:6]([N+:8]([O-:10])=[O:9])[CH:5]=[C:4](I)[CH:3]=1.C([Sn](CCCC)(CCCC)[C:17]([O:19]CC)=[CH2:18])CCC.Cl, predict the reaction product. The product is: [F:1][C:2]1[CH:3]=[C:4]([C:17](=[O:19])[CH3:18])[CH:5]=[C:6]([N+:8]([O-:10])=[O:9])[CH:7]=1.